Predict the reactants needed to synthesize the given product. From a dataset of Full USPTO retrosynthesis dataset with 1.9M reactions from patents (1976-2016). (1) Given the product [NH2:8][C:7]1[C:6]([C:5]#[N:9])=[C:17]([NH:16][C:10]2[CH:15]=[CH:14][CH:13]=[CH:12][CH:11]=2)[S:18][N:19]=1, predict the reactants needed to synthesize it. The reactants are: [O-]CC.[Na+].[C:5](#[N:9])[CH2:6][C:7]#[N:8].[C:10]1([N:16]=[C:17]=[S:18])[CH:15]=[CH:14][CH:13]=[CH:12][CH:11]=1.[NH2:19]Cl. (2) Given the product [N:19]([CH2:18][C@@H:16]([OH:17])[C@@H:13]([NH:12][S:9]([C:3]1[CH:4]=[CH:5][C:6]([F:8])=[CH:7][C:2]=1[Cl:1])(=[O:11])=[O:10])[CH2:14][OH:15])=[N+:20]=[N-:21], predict the reactants needed to synthesize it. The reactants are: [Cl:1][C:2]1[CH:7]=[C:6]([F:8])[CH:5]=[CH:4][C:3]=1[S:9]([NH:12][C@H:13]([C@H:16]1[CH2:18][O:17]1)[CH2:14][OH:15])(=[O:11])=[O:10].[N-:19]=[N+:20]=[N-:21].[Na+].[NH4+].[Cl-]. (3) Given the product [CH:27]1([CH2:26][NH:25][C:20]([C:18]2[N:17]([CH3:23])[N:16]=[C:15]([NH:14][CH2:13][C:12]3[C:8]([C:5]4[CH:4]=[CH:3][C:2]([F:1])=[CH:7][N:6]=4)=[N:9][O:10][C:11]=3[CH3:24])[CH:19]=2)=[O:22])[CH2:29][CH2:28]1, predict the reactants needed to synthesize it. The reactants are: [F:1][C:2]1[CH:3]=[CH:4][C:5]([C:8]2[C:12]([CH2:13][NH:14][C:15]3[CH:19]=[C:18]([C:20]([OH:22])=O)[N:17]([CH3:23])[N:16]=3)=[C:11]([CH3:24])[O:10][N:9]=2)=[N:6][CH:7]=1.[NH2:25][CH2:26][CH:27]1[CH2:29][CH2:28]1. (4) Given the product [Cl:13][C:14]1[C:19]([N+:20]([O-:22])=[O:21])=[C:18]([NH:1][CH2:2][CH2:3][CH2:4][NH:5][C:6](=[O:12])[O:7][C:8]([CH3:9])([CH3:11])[CH3:10])[C:17]([CH3:24])=[C:16]([CH3:25])[N:15]=1, predict the reactants needed to synthesize it. The reactants are: [NH2:1][CH2:2][CH2:3][CH2:4][NH:5][C:6](=[O:12])[O:7][C:8]([CH3:11])([CH3:10])[CH3:9].[Cl:13][C:14]1[C:19]([N+:20]([O-:22])=[O:21])=[C:18](Cl)[C:17]([CH3:24])=[C:16]([CH3:25])[N:15]=1.C(N(CC)CC)C.C(=O)([O-])N. (5) Given the product [F:1][C:2]1[CH:3]=[C:4]([C:8](=[O:25])[CH2:9][O:10][C:11]2[CH:24]=[CH:23][C:14]([CH2:15][CH:16]3[S:20][C:19](=[O:21])[NH:18][C:17]3=[O:22])=[CH:13][CH:12]=2)[CH:5]=[CH:6][CH:7]=1, predict the reactants needed to synthesize it. The reactants are: [F:1][C:2]1[CH:3]=[C:4]([CH:8]([OH:25])[CH2:9][O:10][C:11]2[CH:24]=[CH:23][C:14]([CH2:15][CH:16]3[S:20][C:19](=[O:21])[NH:18][C:17]3=[O:22])=[CH:13][CH:12]=2)[CH:5]=[CH:6][CH:7]=1.CS(C)=O.O=P12OP3(OP(OP(O3)(O1)=O)(=O)O2)=O.C(N(CC)CC)C.